Task: Predict the reactants needed to synthesize the given product.. Dataset: Full USPTO retrosynthesis dataset with 1.9M reactions from patents (1976-2016) Given the product [NH:6]1[CH:10]=[CH:9][N:8]=[C:7]1[CH2:11][N:12]([CH2:30][C:31]1[NH:32][CH:33]=[CH:34][N:35]=1)[C:13]([NH:15][CH2:16][CH:17]1[CH2:22][CH2:21][NH:20][CH2:19][CH2:18]1)=[O:14], predict the reactants needed to synthesize it. The reactants are: CN(C)S([N:6]1[CH:10]=[CH:9][N:8]=[C:7]1[CH2:11][N:12]([CH2:30][C:31]1[N:32](S(N(C)C)(=O)=O)[CH:33]=[CH:34][N:35]=1)[C:13]([NH:15][CH2:16][CH:17]1[CH2:22][CH2:21][N:20](C(OC(C)(C)C)=O)[CH2:19][CH2:18]1)=[O:14])(=O)=O.Cl.O1CCOCC1.